This data is from Reaction yield outcomes from USPTO patents with 853,638 reactions. The task is: Predict the reaction yield, written as a fraction of the theoretical maximum amount of product (1.0 means a 100% yield; for example, 0.34 means a 34% yield). (1) The reactants are [CH2:1]([O:3][C:4]([C:6]1[NH:7][C:8]2[C:13]([C:14]=1[CH:15]=[O:16])=[CH:12][CH:11]=[C:10]([Cl:17])[CH:9]=2)=[O:5])[CH3:2].CC(=CC)C.[O-:23]Cl=O.[Na+]. The catalyst is CC(O)(C)C. The product is [CH3:2][CH2:1][O:3][C:4]([C:6]1[NH:7][C:8]2[C:13]([C:14]=1[C:15]([OH:23])=[O:16])=[CH:12][CH:11]=[C:10]([Cl:17])[CH:9]=2)=[O:5]. The yield is 0.520. (2) The catalyst is CN(C=O)C. The yield is 0.130. The reactants are [CH2:1]([O:3][C:4]1[CH:5]=[C:6]([CH:15]=[CH:16][C:17]=1[O:18][CH3:19])[CH2:7][N:8]1[CH2:13][CH2:12][CH:11]([NH2:14])[CH2:10][CH2:9]1)[CH3:2].[H-].[Na+].[Cl:22][C:23]1[N:28]=[C:27]([NH:29][CH:30]([CH3:32])[CH3:31])[CH:26]=[C:25](Cl)[N:24]=1. The product is [Cl:22][C:23]1[N:24]=[C:25]([NH:14][CH:11]2[CH2:10][CH2:9][N:8]([CH2:7][C:6]3[CH:15]=[CH:16][C:17]([O:18][CH3:19])=[C:4]([O:3][CH2:1][CH3:2])[CH:5]=3)[CH2:13][CH2:12]2)[CH:26]=[C:27]([NH:29][CH:30]([CH3:32])[CH3:31])[N:28]=1. (3) The reactants are [F:1][C:2]1[CH:3]=[C:4]([NH2:21])[CH:5]=[CH:6][C:7]=1[O:8][C:9]1[C:10]2[N:17]([CH2:18][O:19][CH3:20])[CH:16]=[CH:15][C:11]=2[N:12]=[CH:13][N:14]=1.[C:22]1([CH2:28][C:29]([N:31]=[C:32]=[S:33])=[O:30])[CH:27]=[CH:26][CH:25]=[CH:24][CH:23]=1. The catalyst is C1COCC1. The product is [F:1][C:2]1[CH:3]=[C:4]([NH:21][C:32]([NH:31][C:29](=[O:30])[CH2:28][C:22]2[CH:23]=[CH:24][CH:25]=[CH:26][CH:27]=2)=[S:33])[CH:5]=[CH:6][C:7]=1[O:8][C:9]1[C:10]2[N:17]([CH2:18][O:19][CH3:20])[CH:16]=[CH:15][C:11]=2[N:12]=[CH:13][N:14]=1. The yield is 0.330. (4) The reactants are C[O:2][C:3]([C:5]1[C:6]([CH3:24])=[C:7]2[N:12]([CH:13]=1)[N:11]=[CH:10][N:9]=[C:8]2[CH:14]1[C:22]2[C:17](=[CH:18][CH:19]=[CH:20][CH:21]=2)[NH:16][C:15]1=[O:23])=[O:4].[OH-].[K+]. The catalyst is CO. The product is [O:23]=[C:15]1[CH:14]([C:8]2[C:7]3=[C:6]([CH3:24])[C:5]([C:3]([OH:4])=[O:2])=[CH:13][N:12]3[N:11]=[CH:10][N:9]=2)[C:22]2[C:17](=[CH:18][CH:19]=[CH:20][CH:21]=2)[NH:16]1. The yield is 0.920.